This data is from Forward reaction prediction with 1.9M reactions from USPTO patents (1976-2016). The task is: Predict the product of the given reaction. (1) Given the reactants F[C:2]1[CH:9]=[C:8]([C:10]2[N:14]3[N:15]=[C:16]([C:24]4[CH:29]=[CH:28][CH:27]=[CH:26][CH:25]=4)[CH:17]=[C:18]([NH:19][CH2:20][CH:21]([CH3:23])[CH3:22])[C:13]3=[N:12][CH:11]=2)[CH:7]=[CH:6][C:3]=1[C:4]#[N:5].O.[NH2:31][NH2:32], predict the reaction product. The product is: [NH2:5][C:4]1[C:3]2[C:2](=[CH:9][C:8]([C:10]3[N:14]4[N:15]=[C:16]([C:24]5[CH:29]=[CH:28][CH:27]=[CH:26][CH:25]=5)[CH:17]=[C:18]([NH:19][CH2:20][CH:21]([CH3:23])[CH3:22])[C:13]4=[N:12][CH:11]=3)=[CH:7][CH:6]=2)[NH:32][N:31]=1. (2) Given the reactants [Cl:1][C:2]1[CH:7]=[CH:6][CH:5]=[C:4]([CH3:8])[C:3]=1[N:9]=[C:10]([C:12]1[CH:17]=[CH:16][CH:15]=[C:14]([C:18](=[N:20][C:21]2[C:26]([CH3:27])=[CH:25][CH:24]=[CH:23][C:22]=2[Cl:28])[CH3:19])[N:13]=1)[CH3:11].[Fe:29]([Cl:31])[Cl:30], predict the reaction product. The product is: [Fe:29]([Cl:31])[Cl:30].[Cl:1][C:2]1[CH:7]=[CH:6][CH:5]=[C:4]([CH3:8])[C:3]=1[N:9]=[C:10]([C:12]1[CH:17]=[CH:16][CH:15]=[C:14]([C:18](=[N:20][C:21]2[C:26]([CH3:27])=[CH:25][CH:24]=[CH:23][C:22]=2[Cl:28])[CH3:19])[N:13]=1)[CH3:11]. (3) Given the reactants [CH:1]1([N:4]2[C:9](=[O:10])[C:8]3[C:11]([OH:17])=[CH:12][C:13](=[O:16])[N:14]([CH3:15])[C:7]=3[N:6]([C:18]3[CH:23]=[CH:22][CH:21]=[C:20]([N+:24]([O-:26])=[O:25])[CH:19]=3)[C:5]2=[O:27])[CH2:3][CH2:2]1.C(#N)C.[S:31](Cl)([C:34]1[CH:40]=[CH:39][C:37]([CH3:38])=[CH:36][CH:35]=1)(=[O:33])=[O:32], predict the reaction product. The product is: [CH:1]1([N:4]2[C:9](=[O:10])[C:8]3[C:11]([O:17][S:31]([C:34]4[CH:40]=[CH:39][C:37]([CH3:38])=[CH:36][CH:35]=4)(=[O:33])=[O:32])=[CH:12][C:13](=[O:16])[N:14]([CH3:15])[C:7]=3[N:6]([C:18]3[CH:23]=[CH:22][CH:21]=[C:20]([N+:24]([O-:26])=[O:25])[CH:19]=3)[C:5]2=[O:27])[CH2:2][CH2:3]1. (4) Given the reactants [CH3:1][O:2][C:3]([C:5]1([S:11]([C:14]2[CH:19]=[CH:18][C:17]([O:20][CH2:21][C:22]#[C:23][CH3:24])=[CH:16][CH:15]=2)(=[O:13])=[O:12])[CH2:10][CH2:9][NH:8][CH2:7][CH2:6]1)=[O:4].C(N(CC)CC)C.[CH3:32][O:33][C:34]1[CH:42]=[CH:41][C:37]([C:38](Cl)=[O:39])=[CH:36][CH:35]=1.CN(C1C=CC=CN=1)C, predict the reaction product. The product is: [CH3:1][O:2][C:3]([C:5]1([S:11]([C:14]2[CH:15]=[CH:16][C:17]([O:20][CH2:21][C:22]#[C:23][CH3:24])=[CH:18][CH:19]=2)(=[O:13])=[O:12])[CH2:10][CH2:9][N:8]([C:38](=[O:39])[C:37]2[CH:41]=[CH:42][C:34]([O:33][CH3:32])=[CH:35][CH:36]=2)[CH2:7][CH2:6]1)=[O:4]. (5) Given the reactants [N:1]([CH2:4][CH:5]1[O:10][C:9]2[C:11](Br)=[CH:12][CH:13]=[CH:14][C:8]=2[NH:7][CH2:6]1)=[N+:2]=[N-:3].[Cl:16][C:17]1[CH:22]=[C:21]([Cl:23])[CH:20]=[CH:19][C:18]=1B(O)O, predict the reaction product. The product is: [N:1]([CH2:4][CH:5]1[O:10][C:9]2[C:11]([C:20]3[CH:19]=[CH:18][C:17]([Cl:16])=[CH:22][C:21]=3[Cl:23])=[CH:12][CH:13]=[CH:14][C:8]=2[NH:7][CH2:6]1)=[N+:2]=[N-:3]. (6) The product is: [CH3:1][O:2][C:3]1[CH:4]=[C:5]([CH:11]([C:21](=[O:22])[CH2:20][N:16]2[CH2:17][CH2:18][CH2:19][C:15]2=[O:14])[C:12]#[N:13])[CH:6]=[CH:7][C:8]=1[O:9][CH3:10]. Given the reactants [CH3:1][O:2][C:3]1[CH:4]=[C:5]([CH2:11][C:12]#[N:13])[CH:6]=[CH:7][C:8]=1[O:9][CH3:10].[O:14]=[C:15]1[CH2:19][CH2:18][CH2:17][N:16]1[CH2:20][C:21](OC)=[O:22].[O-]CC.[Na+], predict the reaction product. (7) The product is: [CH2:1]([C:3]1[N:11]=[C:10]([C:12]([F:14])([F:15])[F:13])[N:9]=[C:8]2[C:4]=1[N:5]=[CH:6][N:7]2[C:16]1[CH:21]=[CH:20][CH:19]=[C:18]([C:22]([NH:29][S:26]([CH3:25])(=[O:28])=[O:27])=[O:24])[CH:17]=1)[CH3:2]. Given the reactants [CH2:1]([C:3]1[N:11]=[C:10]([C:12]([F:15])([F:14])[F:13])[N:9]=[C:8]2[C:4]=1[N:5]=[CH:6][N:7]2[C:16]1[CH:21]=[CH:20][CH:19]=[C:18]([C:22]([OH:24])=O)[CH:17]=1)[CH3:2].[CH3:25][S:26]([NH2:29])(=[O:28])=[O:27], predict the reaction product. (8) Given the reactants [C:1]([C:3]1[CH:9]=[C:8]([C:10]#[N:11])[CH:7]=[CH:6][C:4]=1[NH2:5])#[N:2].N(OS(=O)(=O)O)=O.P(=O)(O)(O)O.S(=O)(=O)(O)O.[C:29]1([OH:35])[CH:34]=[CH:33][CH:32]=[CH:31][CH:30]=1.[NH2:36]C(N)=O.[OH-].[Na+], predict the reaction product. The product is: [OH:35][C:29]1[CH:34]=[CH:33][C:32]([N:36]=[N:5][C:4]2[CH:6]=[CH:7][C:8]([C:10]#[N:11])=[CH:9][C:3]=2[C:1]#[N:2])=[CH:31][CH:30]=1.